From a dataset of CYP2C19 inhibition data for predicting drug metabolism from PubChem BioAssay. Regression/Classification. Given a drug SMILES string, predict its absorption, distribution, metabolism, or excretion properties. Task type varies by dataset: regression for continuous measurements (e.g., permeability, clearance, half-life) or binary classification for categorical outcomes (e.g., BBB penetration, CYP inhibition). Dataset: cyp2c19_veith. (1) The drug is COc1ccc(C(=O)N2CCC3(CCCN(c4ccccc4)C3)CC2)cc1. The result is 1 (inhibitor). (2) The compound is CCOC(=O)C1=C(C)N(C)C(=S)NC1c1ccccc1Cl. The result is 1 (inhibitor). (3) The result is 0 (non-inhibitor). The compound is CCC(C(=O)Nc1cccc(C(F)(F)F)c1)c1ccccc1. (4) The molecule is CCCN[C@@H](C)C(=O)Nc1c(C)csc1C(=O)OC. The result is 0 (non-inhibitor). (5) The molecule is OC[C@@H]1O[C@@H](n2cnc3c(NC4CCCC4)ncnc32)[C@@H](O)[C@H]1O. The result is 0 (non-inhibitor). (6) The molecule is O=[N+]([O-])c1ccc2nccn2c1. The result is 0 (non-inhibitor). (7) The result is 0 (non-inhibitor). The drug is O=C(O)/C=C\c1cnc[nH]1.